From a dataset of Forward reaction prediction with 1.9M reactions from USPTO patents (1976-2016). Predict the product of the given reaction. (1) Given the reactants [OH:1][C:2]1[C:9]([OH:10])=[CH:8][CH:7]=[CH:6][C:3]=1[CH:4]=[O:5].C(=O)([O-])[O-].[K+].[K+].Br[CH2:18][CH2:19]Br, predict the reaction product. The product is: [O:10]1[CH2:19][CH2:18][O:1][C:2]2[C:3]([CH:4]=[O:5])=[CH:6][CH:7]=[CH:8][C:9]1=2. (2) Given the reactants [C:1]([N:4]1[CH2:9][CH2:8][C@@H:7]([NH:10][S:11]([C:14]2[CH:19]=[CH:18][C:17]([O:20][CH2:21][C:22]3[C:31]4[C:26](=[CH:27][CH:28]=[CH:29][CH:30]=4)[N:25]=[C:24]([CH3:32])[CH:23]=3)=[CH:16][CH:15]=2)(=[O:13])=[O:12])[C@@:6]([CH3:41])([C:33]([NH:35][O:36]C(C)(C)C)=[O:34])[CH2:5]1)(=[O:3])[CH3:2], predict the reaction product. The product is: [C:1]([N:4]1[CH2:9][CH2:8][C@@H:7]([NH:10][S:11]([C:14]2[CH:19]=[CH:18][C:17]([O:20][CH2:21][C:22]3[C:31]4[C:26](=[CH:27][CH:28]=[CH:29][CH:30]=4)[N:25]=[C:24]([CH3:32])[CH:23]=3)=[CH:16][CH:15]=2)(=[O:13])=[O:12])[C@@:6]([CH3:41])([C:33]([NH:35][OH:36])=[O:34])[CH2:5]1)(=[O:3])[CH3:2]. (3) Given the reactants [CH3:1][C:2]1([CH3:22])[N:6]([C:7]2[S:8][C:9]3[CH:15]=[C:14]([C:16]#[N:17])[CH:13]=[CH:12][C:10]=3[N:11]=2)[C@@H:5]2[CH2:18][CH2:19][CH2:20][CH2:21][C@H:4]2[O:3]1.[H-].[H-].[H-].[H-].[Li+].[Al+3], predict the reaction product. The product is: [CH3:1][C:2]1([CH3:22])[N:6]([C:7]2[S:8][C:9]3[CH:15]=[C:14]([CH2:16][NH2:17])[CH:13]=[CH:12][C:10]=3[N:11]=2)[C@@H:5]2[CH2:18][CH2:19][CH2:20][CH2:21][C@H:4]2[O:3]1. (4) Given the reactants [C:1]([O:5][C:6]([NH:8][C@H:9]([CH2:29][C:30]1[CH:35]=[C:34]([F:36])[C:33]([F:37])=[CH:32][C:31]=1[F:38])[CH2:10][C:11]([N:13]1[CH2:18][CH2:17][N:16]2[C:19]([C:25]([F:28])([F:27])[F:26])=[N:20][C:21]([C:22]([OH:24])=O)=[C:15]2[CH2:14]1)=[O:12])=[O:7])([CH3:4])([CH3:3])[CH3:2].O=C1[N:44](P(Cl)(N2CCOC2=O)=O)CCO1.[CH2:54]([N:56]([CH2:59]C)[CH2:57]C)[CH3:55].CNCCNC, predict the reaction product. The product is: [C:1]([O:5][C:6](=[O:7])[NH:8][C@H:9]([CH2:29][C:30]1[CH:35]=[C:34]([F:36])[C:33]([F:37])=[CH:32][C:31]=1[F:38])[CH2:10][C:11]([N:13]1[CH2:18][CH2:17][N:16]2[C:19]([C:25]([F:27])([F:26])[F:28])=[N:20][C:21]([C:22](=[O:24])[NH:44][CH2:55][CH2:54][N:56]([CH3:59])[CH3:57])=[C:15]2[CH2:14]1)=[O:12])([CH3:3])([CH3:4])[CH3:2]. (5) Given the reactants [OH-].[Na+].[CH3:3][N:4]([C:13]1[CH:14]=[C:15]([C:19]2[CH:24]=[CH:23][C:22](/[CH:25]=[C:26](\[CH2:32][CH3:33])/[C:27]([O:29]CC)=[O:28])=[CH:21][CH:20]=2)[CH:16]=[CH:17][CH:18]=1)[C:5]([NH:7][CH2:8][CH2:9][CH2:10][CH2:11][CH3:12])=[O:6], predict the reaction product. The product is: [CH3:3][N:4]([C:13]1[CH:14]=[C:15]([C:19]2[CH:24]=[CH:23][C:22](/[CH:25]=[C:26](\[CH2:32][CH3:33])/[C:27]([OH:29])=[O:28])=[CH:21][CH:20]=2)[CH:16]=[CH:17][CH:18]=1)[C:5]([NH:7][CH2:8][CH2:9][CH2:10][CH2:11][CH3:12])=[O:6]. (6) Given the reactants [CH3:1][C:2]([CH3:9])([CH3:8])[C:3](=O)[CH2:4][C:5]#[N:6].Cl.[CH3:11][C:12]1[CH:17]=[CH:16][CH:15]=[CH:14][C:13]=1[NH:18][NH2:19].C(O)(=O)C.C(=O)(O)[O-].[Na+], predict the reaction product. The product is: [C:2]([C:3]1[CH:4]=[C:5]([NH2:6])[N:18]([C:13]2[CH:14]=[CH:15][CH:16]=[CH:17][C:12]=2[CH3:11])[N:19]=1)([CH3:9])([CH3:8])[CH3:1]. (7) Given the reactants Cl[C:2]1[C:11]([CH2:12]O)=[CH:10][C:9]2[C:4](=[C:5]([CH3:14])[CH:6]=[CH:7][CH:8]=2)[N:3]=1.[N:15]1[CH:20]=[CH:19][CH:18]=[C:17](B(O)O)[CH:16]=1.C([O-])([O-])=O.[K+].[K+].P(Br)(Br)Br.[SH:34][C:35]1[N:43]=[CH:42][N:41]=[C:40]2[C:36]=1[NH:37][CH:38]=[N:39]2, predict the reaction product. The product is: [CH3:14][C:5]1[CH:6]=[CH:7][CH:8]=[C:9]2[C:4]=1[N:3]=[C:2]([C:17]1[CH:16]=[N:15][CH:20]=[CH:19][CH:18]=1)[C:11]([CH2:12][S:34][C:35]1[N:43]=[CH:42][N:41]=[C:40]3[C:36]=1[NH:37][CH:38]=[N:39]3)=[CH:10]2. (8) Given the reactants [OH:1][C:2]1[CH:15]=[CH:14][C:5]([O:6][C:7]([CH3:13])([CH3:12])[C:8]([NH:10][CH3:11])=[O:9])=[CH:4][CH:3]=1.[F:16][C:17]1[CH:18]=[C:19]([CH:22]=[CH:23][CH:24]=1)[CH2:20]Br.C(=O)([O-])[O-].[K+].[K+], predict the reaction product. The product is: [F:16][C:17]1[CH:18]=[C:19]([CH:22]=[CH:23][CH:24]=1)[CH2:20][O:1][C:2]1[CH:3]=[CH:4][C:5]([O:6][C:7]([CH3:12])([CH3:13])[C:8]([NH:10][CH3:11])=[O:9])=[CH:14][CH:15]=1. (9) Given the reactants C([C@H]([C@@H](C(OC(C)C)=O)O)O)(OC(C)C)=[O:2].[Br:17][C:18]1[CH:23]=[CH:22][CH:21]=[CH:20][C:19]=1/[CH:24]=[CH:25]/[CH2:26][OH:27].[OH-].[Na+].[Cl-].[Na+].C(=O)=[O:33], predict the reaction product. The product is: [Br:17][C:18]1[CH:23]=[CH:22][CH:21]=[CH:20][C:19]=1[C@H:24]1[O:2][C@@H:25]1[CH2:26][OH:27].[Br:17][C:18]1[CH:23]=[CH:22][CH:21]=[CH:20][C:19]=1[C@@H:24]1[O:33][C@H:25]1[CH2:26][OH:27]. (10) Given the reactants [CH2:1]([N:3]([S:10]([C:13]1[CH:18]=[CH:17][C:16]([F:19])=[CH:15][CH:14]=1)(=[O:12])=[O:11])[C:4]1([C:7]([OH:9])=O)[CH2:6][CH2:5]1)[CH3:2].CCOC(OC(OCC)=O)=O.[F:31][C:32]([F:49])([F:48])[O:33][C:34]1[CH:39]=[CH:38][C:37]([C:40]2[CH:45]=[C:44]([CH2:46][NH2:47])[CH:43]=[CH:42][N:41]=2)=[CH:36][CH:35]=1, predict the reaction product. The product is: [CH2:1]([N:3]([S:10]([C:13]1[CH:18]=[CH:17][C:16]([F:19])=[CH:15][CH:14]=1)(=[O:12])=[O:11])[C:4]1([C:7]([NH:47][CH2:46][C:44]2[CH:43]=[CH:42][N:41]=[C:40]([C:37]3[CH:36]=[CH:35][C:34]([O:33][C:32]([F:49])([F:31])[F:48])=[CH:39][CH:38]=3)[CH:45]=2)=[O:9])[CH2:5][CH2:6]1)[CH3:2].